Dataset: Catalyst prediction with 721,799 reactions and 888 catalyst types from USPTO. Task: Predict which catalyst facilitates the given reaction. (1) Reactant: [OH:1][C:2]1[CH:3]=[C:4]([CH2:9][C:10]#[N:11])[CH:5]=[CH:6][C:7]=1[CH3:8].C([O-])([O-])=O.[K+].[K+].Br[CH2:19][CH2:20][CH2:21][CH3:22]. Product: [CH2:19]([O:1][C:2]1[CH:3]=[C:4]([CH2:9][C:10]#[N:11])[CH:5]=[CH:6][C:7]=1[CH3:8])[CH2:20][CH2:21][CH3:22]. The catalyst class is: 21. (2) Reactant: [OH:1][C:2]1[CH:22]=[CH:21][C:5]2[C:6](=[O:20])/[C:7](=[CH:9]/[C:10]3[C:18]4[C:13](=[N:14][C:15]([CH3:19])=[CH:16][CH:17]=4)[NH:12][CH:11]=3)/[O:8][C:4]=2[C:3]=1[CH2:23][N:24]1[CH2:29][CH2:28][N:27](C(OC(C)(C)C)=O)[CH2:26][CH2:25]1.[ClH:37]. Product: [ClH:37].[ClH:37].[ClH:37].[OH:1][C:2]1[CH:22]=[CH:21][C:5]2[C:6](=[O:20])/[C:7](=[CH:9]/[C:10]3[C:18]4[C:13](=[N:14][C:15]([CH3:19])=[CH:16][CH:17]=4)[NH:12][CH:11]=3)/[O:8][C:4]=2[C:3]=1[CH2:23][N:24]1[CH2:25][CH2:26][NH:27][CH2:28][CH2:29]1. The catalyst class is: 135. (3) Reactant: [OH-].[Na+].[F:3][C@@H:4]1[CH2:8][N:7]([C:9]([O:11][C:12]([CH3:15])([CH3:14])[CH3:13])=[O:10])[C@H:6]([C:16]([O:18]C)=[O:17])[CH2:5]1. Product: [C:12]([O:11][C:9]([N:7]1[CH2:8][C@@H:4]([F:3])[CH2:5][C@H:6]1[C:16]([OH:18])=[O:17])=[O:10])([CH3:15])([CH3:13])[CH3:14]. The catalyst class is: 5. (4) Reactant: [Br:1][C:2]1[CH:9]=[CH:8][C:5]([C:6]#[N:7])=[C:4](F)[CH:3]=1.[NH2:11][C@H:12]1[CH2:17][CH2:16][C@H:15]([OH:18])[CH2:14][CH2:13]1.C(N(C(C)C)CC)(C)C.CS(C)=O. Product: [Br:1][C:2]1[CH:9]=[CH:8][C:5]([C:6]#[N:7])=[C:4]([NH:11][CH:12]2[CH2:17][CH2:16][CH:15]([OH:18])[CH2:14][CH2:13]2)[CH:3]=1. The catalyst class is: 13. (5) Reactant: [CH3:1][NH:2][C:3]1[N:8]=[CH:7][C:6]([C:9]#N)=[CH:5][CH:4]=1.CC(C[Al]CC(C)C)C.CO.[OH:22]S(O)(=O)=O. Product: [CH3:1][NH:2][C:3]1[N:8]=[CH:7][C:6]([CH:9]=[O:22])=[CH:5][CH:4]=1. The catalyst class is: 11. (6) Reactant: [Br:1][C:2]1[CH:8]=[CH:7][CH:6]=[C:5]([F:9])[C:3]=1[NH2:4].[ClH:10].[N:11]([O-])=O.[Na+]. Product: [ClH:10].[Br:1][C:2]1[CH:8]=[CH:7][CH:6]=[C:5]([F:9])[C:3]=1[NH:4][NH2:11]. The catalyst class is: 74.